This data is from Forward reaction prediction with 1.9M reactions from USPTO patents (1976-2016). The task is: Predict the product of the given reaction. Given the reactants [Cl:1][C:2]1[CH:10]=[C:9]([C:11]#[C:12][CH2:13][CH2:14][O:15][CH3:16])[C:5]2[O:6][CH2:7][O:8][C:4]=2[C:3]=1[NH:17][C:18]1[C:27]2[C:22](=[CH:23][C:24]([O:30][CH2:31][CH2:32][CH2:33]Cl)=[C:25]([O:28][CH3:29])[CH:26]=2)[N:21]=[CH:20][N:19]=1.[C:35]([N:38]1[CH2:43][CH2:42][NH:41][CH2:40][CH2:39]1)(=[O:37])[CH3:36], predict the reaction product. The product is: [C:35]([N:38]1[CH2:43][CH2:42][N:41]([CH2:33][CH2:32][CH2:31][O:30][C:24]2[CH:23]=[C:22]3[C:27]([C:18]([NH:17][C:3]4[C:4]5[O:8][CH2:7][O:6][C:5]=5[C:9]([C:11]#[C:12][CH2:13][CH2:14][O:15][CH3:16])=[CH:10][C:2]=4[Cl:1])=[N:19][CH:20]=[N:21]3)=[CH:26][C:25]=2[O:28][CH3:29])[CH2:40][CH2:39]1)(=[O:37])[CH3:36].